Dataset: Forward reaction prediction with 1.9M reactions from USPTO patents (1976-2016). Task: Predict the product of the given reaction. (1) Given the reactants [NH2:1][C:2]1[CH:7]=[N:6][C:5]([Br:8])=[CH:4][N:3]=1.Br[CH2:10][C:11]([C:13]1[C:22]2[O:21][CH2:20][CH2:19][O:18][C:17]=2[CH:16]=[CH:15][CH:14]=1)=O.[OH-].[Na+], predict the reaction product. The product is: [Br:8][C:5]1[N:6]=[CH:7][C:2]2[N:3]([CH:10]=[C:11]([C:13]3[C:22]4[O:21][CH2:20][CH2:19][O:18][C:17]=4[CH:16]=[CH:15][CH:14]=3)[N:1]=2)[CH:4]=1. (2) Given the reactants Cl.[CH2:2]([N:9]1[CH2:15][CH2:14][CH2:13][CH:12]([CH:16]=[O:17])[CH2:11][CH2:10]1)[C:3]1[CH:8]=[CH:7][CH:6]=[CH:5][CH:4]=1.[CH3:18][Mg]Br.CO, predict the reaction product. The product is: [CH2:2]([N:9]1[CH2:15][CH2:14][CH2:13][CH:12]([CH:16]([OH:17])[CH3:18])[CH2:11][CH2:10]1)[C:3]1[CH:8]=[CH:7][CH:6]=[CH:5][CH:4]=1.